From a dataset of Forward reaction prediction with 1.9M reactions from USPTO patents (1976-2016). Predict the product of the given reaction. (1) Given the reactants [OH-:1].[Na+].OO.[OH:5][C@H:6]1[CH2:11][CH2:10][C@H:9]([S:12][C:13]2[CH:20]=[C:19]([N:21]3[C:25]4=[N:26][CH:27]=[CH:28][C:29]([C:30]5[CH:31]=[N:32][C:33]6[C:38]([CH:39]=5)=[CH:37][CH:36]=[CH:35][CH:34]=6)=[C:24]4[C:23]([CH3:40])=[CH:22]3)[CH:18]=[CH:17][C:14]=2[C:15]#[N:16])[CH2:8][CH2:7]1.O, predict the reaction product. The product is: [OH:5][C@H:6]1[CH2:11][CH2:10][C@H:9]([S:12][C:13]2[CH:20]=[C:19]([N:21]3[C:25]4=[N:26][CH:27]=[CH:28][C:29]([C:30]5[CH:31]=[N:32][C:33]6[C:38]([CH:39]=5)=[CH:37][CH:36]=[CH:35][CH:34]=6)=[C:24]4[C:23]([CH3:40])=[CH:22]3)[CH:18]=[CH:17][C:14]=2[C:15]([NH2:16])=[O:1])[CH2:8][CH2:7]1. (2) Given the reactants [O:1]1[C:5]2[CH:6]=[CH:7][C:8]([C:10]3([CH2:25][C:26]([O:28]C)=[O:27])[C:18]4[C:13](=[CH:14][CH:15]=[CH:16][CH:17]=4)[N:12]([CH2:19][CH2:20][CH2:21][CH2:22][CH3:23])[C:11]3=[O:24])=[CH:9][C:4]=2[O:3][CH2:2]1.O.[OH-].[Li+], predict the reaction product. The product is: [O:1]1[C:5]2[CH:6]=[CH:7][C:8]([C:10]3([CH2:25][C:26]([OH:28])=[O:27])[C:18]4[C:13](=[CH:14][CH:15]=[CH:16][CH:17]=4)[N:12]([CH2:19][CH2:20][CH2:21][CH2:22][CH3:23])[C:11]3=[O:24])=[CH:9][C:4]=2[O:3][CH2:2]1. (3) Given the reactants [Cl:1][C:2]1[CH:7]=[N:6][NH:5][C:4](=[O:8])[CH:3]=1.[O:9]1[CH:14]=[CH:13][CH2:12][CH2:11][CH2:10]1.C1(C)C=CC(S(O)(=O)=O)=CC=1.C(=O)([O-])[O-].[Na+].[Na+], predict the reaction product. The product is: [Cl:1][C:2]1[CH:7]=[N:6][N:5]([CH:10]2[CH2:11][CH2:12][CH2:13][CH2:14][O:9]2)[C:4](=[O:8])[CH:3]=1. (4) The product is: [S:39]1[C:35]([NH:34][S:33]([C:29]2[C:30]([F:32])=[CH:31][C:26]([O:25][C:5]3[CH:4]=[CH:3][C:2]([Cl:1])=[CH:7][C:6]=3[C:8]3[CH:9]=[CH:10][C:11]4[O:15][N:14]=[C:13]([NH:16][C:17](=[O:23])[O:18][C:19]([CH3:21])([CH3:22])[CH3:20])[C:12]=4[CH:24]=3)=[C:27]([F:53])[CH:28]=2)(=[O:51])=[O:52])=[N:36][CH:37]=[N:38]1. Given the reactants [Cl:1][C:2]1[CH:3]=[CH:4][C:5]([O:25][C:26]2[CH:31]=[C:30]([F:32])[C:29]([S:33](=[O:52])(=[O:51])[N:34](CC3C=CC(OC)=CC=3OC)[C:35]3[S:39][N:38]=[CH:37][N:36]=3)=[CH:28][C:27]=2[F:53])=[C:6]([C:8]2[CH:9]=[CH:10][C:11]3[O:15][N:14]=[C:13]([NH:16][C:17](=[O:23])[O:18][C:19]([CH3:22])([CH3:21])[CH3:20])[C:12]=3[CH:24]=2)[CH:7]=1.FC(F)(F)C(O)=O.C(=O)(O)[O-].[Na+].Cl, predict the reaction product. (5) Given the reactants Br[C:2]1[CH:7]=[C:6]([CH3:8])[C:5]([O:9][CH:10]([CH3:12])[CH3:11])=[CH:4][C:3]=1[CH3:13].O1CCCC1.[Mg].C[O:21][B:22](OC)[O:23]C, predict the reaction product. The product is: [CH:10]([O:9][C:5]1[C:6]([CH3:8])=[CH:7][C:2]([B:22]([OH:23])[OH:21])=[C:3]([CH3:13])[CH:4]=1)([CH3:12])[CH3:11]. (6) The product is: [C:1]([O:5][C:6]([N:8]1[CH2:13][CH2:12][C:11]([NH2:26])([C:14](=[O:25])[NH:15][C:16]2([C:19]3[CH:24]=[CH:23][CH:22]=[CH:21][N:20]=3)[CH2:18][CH2:17]2)[CH2:10][CH2:9]1)=[O:7])([CH3:4])([CH3:2])[CH3:3]. Given the reactants [C:1]([O:5][C:6]([N:8]1[CH2:13][CH2:12][C:11]([NH:26]C(OCC2C3C=CC=CC=3C3C2=CC=CC=3)=O)([C:14](=[O:25])[NH:15][C:16]2([C:19]3[CH:24]=[CH:23][CH:22]=[CH:21][N:20]=3)[CH2:18][CH2:17]2)[CH2:10][CH2:9]1)=[O:7])([CH3:4])([CH3:3])[CH3:2].N1CCCCC1, predict the reaction product. (7) Given the reactants [F:1][C:2]1[CH:29]=[CH:28][CH:27]=[C:26]([F:30])[C:3]=1[CH2:4][O:5][C:6]1[CH:7]=[CH:8][C:9]([CH3:25])=[C:10]([N:12]2[CH2:21][C:20]3[C:15](=[CH:16][C:17]([CH2:22]O)=[CH:18][CH:19]=3)[NH:14][C:13]2=[O:24])[CH:11]=1.C([N:33](CC)CC)C.CS(Cl)(=O)=O, predict the reaction product. The product is: [NH2:33][CH2:22][C:17]1[CH:16]=[C:15]2[C:20]([CH2:21][N:12]([C:10]3[CH:11]=[C:6]([O:5][CH2:4][C:3]4[C:2]([F:1])=[CH:29][CH:28]=[CH:27][C:26]=4[F:30])[CH:7]=[CH:8][C:9]=3[CH3:25])[C:13](=[O:24])[NH:14]2)=[CH:19][CH:18]=1. (8) Given the reactants C1COCC1.[CH3:6][O:7][C:8]1[CH:22]=[CH:21][C:11]([O:12][CH2:13][C:14]([CH3:20])([CH3:19])[C:15](OC)=[O:16])=[CH:10][CH:9]=1.[H-].[H-].[H-].[H-].[Li+].[Al+3].CC(=O)OCC, predict the reaction product. The product is: [CH3:6][O:7][C:8]1[CH:22]=[CH:21][C:11]([O:12][CH2:13][C:14]([CH3:19])([CH3:20])[CH2:15][OH:16])=[CH:10][CH:9]=1. (9) Given the reactants [CH2:1]([O:8][C:9]1[CH:14]=[C:13]([CH3:15])[C:12]([CH2:16]O)=[C:11]([CH3:18])[CH:10]=1)[C:2]1[CH:7]=[CH:6][CH:5]=[CH:4][CH:3]=1.P(Br)(Br)[Br:20], predict the reaction product. The product is: [CH2:1]([O:8][C:9]1[CH:14]=[C:13]([CH3:15])[C:12]([CH2:16][Br:20])=[C:11]([CH3:18])[CH:10]=1)[C:2]1[CH:7]=[CH:6][CH:5]=[CH:4][CH:3]=1. (10) Given the reactants [OH:1][C:2]1[CH:7]=[CH:6][C:5]([CH2:8][CH2:9][C:10](O)=[O:11])=[CH:4][CH:3]=1.[CH3:13][O:14][C:15](=[O:30])[CH:16]([NH:25][C:26](=[O:29])[CH2:27][OH:28])[CH2:17][C:18]1[CH:23]=[CH:22][C:21]([OH:24])=[CH:20][CH:19]=1.C1(N=C=NC2CCCCC2)CCCCC1, predict the reaction product. The product is: [CH3:13][O:14][C:15](=[O:30])[CH:16]([NH:25][C:26](=[O:29])[CH2:27][O:28][C:10](=[O:11])[CH2:9][CH2:8][C:5]1[CH:6]=[CH:7][C:2]([OH:1])=[CH:3][CH:4]=1)[CH2:17][C:18]1[CH:23]=[CH:22][C:21]([OH:24])=[CH:20][CH:19]=1.